From a dataset of Reaction yield outcomes from USPTO patents with 853,638 reactions. Predict the reaction yield, written as a fraction of the theoretical maximum amount of product (1.0 means a 100% yield; for example, 0.34 means a 34% yield). (1) The reactants are [C:1]([C:5]1[CH:15]=[CH:14][C:8]([O:9][CH2:10][C:11]([OH:13])=O)=[CH:7][CH:6]=1)([CH3:4])([CH3:3])[CH3:2].[CH3:16][O:17][C:18](=[O:27])[C:19]1[CH:24]=[CH:23][C:22]([OH:25])=[C:21]([NH2:26])[CH:20]=1.C(=O)(O)[O-].[Na+]. The catalyst is C[Si](OP(=O)=O)(C)C. The product is [CH3:16][O:17][C:18](=[O:27])[C:19]1[CH:24]=[CH:23][C:22]([OH:25])=[C:21]([NH:26][C:11](=[O:13])[CH2:10][O:9][C:8]2[CH:7]=[CH:6][C:5]([C:1]([CH3:2])([CH3:3])[CH3:4])=[CH:15][CH:14]=2)[CH:20]=1. The yield is 0.890. (2) The catalyst is C(O)C. The reactants are [Cl:1][C:2]1[CH:7]=[CH:6][CH:5]=[CH:4][C:3]=1[C:8](=O)[CH2:9][C:10]#[N:11].O.[NH2:14][NH2:15]. The product is [NH2:11][C:10]1[NH:15][N:14]=[C:8]([C:3]2[CH:4]=[CH:5][CH:6]=[CH:7][C:2]=2[Cl:1])[CH:9]=1. The yield is 0.870. (3) The catalyst is ClC(Cl)C. The reactants are [Cl:1][C:2]1[CH:3]=[C:4]([C:23]([O:25][CH3:26])=[O:24])[C:5]([CH3:22])=[C:6]([NH:8][CH:9]2[CH2:14][CH2:13][N:12]([C:15]([O:17][C:18]([CH3:21])([CH3:20])[CH3:19])=[O:16])[CH2:11][CH2:10]2)[CH:7]=1.[CH:27](=O)[CH3:28].C(O)(=O)C.C(O[BH-](OC(=O)C)OC(=O)C)(=O)C.[Na+]. The product is [Cl:1][C:2]1[CH:3]=[C:4]([C:23]([O:25][CH3:26])=[O:24])[C:5]([CH3:22])=[C:6]([N:8]([CH2:27][CH3:28])[CH:9]2[CH2:14][CH2:13][N:12]([C:15]([O:17][C:18]([CH3:19])([CH3:20])[CH3:21])=[O:16])[CH2:11][CH2:10]2)[CH:7]=1. The yield is 0.790. (4) The reactants are [N+:1]([C:4]1[CH:9]=[CH:8][CH:7]=[CH:6][C:5]=1[C:10]1[N:11]=[C:12]2[CH:17]=[CH:16][CH:15]=[CH:14][N:13]2[CH:18]=1)([O-])=O.C(O)C.Cl. The catalyst is [Pd].O. The product is [N:11]1[C:10]([C:5]2[CH:6]=[CH:7][CH:8]=[CH:9][C:4]=2[NH2:1])=[CH:18][N:13]2[CH2:14][CH2:15][CH2:16][CH2:17][C:12]=12. The yield is 1.00. (5) The reactants are [NH2:1][C:2]1[C:10]([OH:11])=[CH:9][CH:8]=[CH:7][C:3]=1[C:4]([OH:6])=O.N1[CH:16]=[CH:15]N=C1.C(Cl)(=O)C.Cl.[NH2:22][CH:23]1[CH2:28][CH2:27][C:26](=[O:29])[NH:25][C:24]1=[O:30].P(OC1C=CC=CC=1)(OC1C=CC=CC=1)OC1C=CC=CC=1.Cl. The catalyst is C(#N)C.O. The product is [OH:11][C:10]1[CH:9]=[CH:8][CH:7]=[C:3]2[C:2]=1[N:1]=[C:15]([CH3:16])[N:22]([CH:23]1[CH2:28][CH2:27][C:26](=[O:29])[NH:25][C:24]1=[O:30])[C:4]2=[O:6]. The yield is 0.160.